Dataset: Peptide-MHC class I binding affinity with 185,985 pairs from IEDB/IMGT. Task: Regression. Given a peptide amino acid sequence and an MHC pseudo amino acid sequence, predict their binding affinity value. This is MHC class I binding data. (1) The peptide sequence is PYEGGKVFA. The MHC is HLA-A11:01 with pseudo-sequence HLA-A11:01. The binding affinity (normalized) is 0. (2) The peptide sequence is SVMPAWQEK. The MHC is HLA-B44:02 with pseudo-sequence HLA-B44:02. The binding affinity (normalized) is 0.0847. (3) The peptide sequence is HKFSNSNIYK. The MHC is HLA-B15:01 with pseudo-sequence HLA-B15:01. The binding affinity (normalized) is 0. (4) The peptide sequence is FVASFRLFAR. The MHC is HLA-A03:01 with pseudo-sequence HLA-A03:01. The binding affinity (normalized) is 0.580. (5) The binding affinity (normalized) is 0.119. The peptide sequence is LENAQPGLL. The MHC is HLA-B44:03 with pseudo-sequence HLA-B44:03. (6) The peptide sequence is IPYLRNYMV. The MHC is H-2-Db with pseudo-sequence H-2-Db. The binding affinity (normalized) is 0.